Task: Regression. Given a peptide amino acid sequence and an MHC pseudo amino acid sequence, predict their binding affinity value. This is MHC class II binding data.. Dataset: Peptide-MHC class II binding affinity with 134,281 pairs from IEDB (1) The peptide sequence is KLLPVPPTVTIFKIS. The MHC is HLA-DPA10103-DPB10201 with pseudo-sequence HLA-DPA10103-DPB10201. The binding affinity (normalized) is 0.385. (2) The peptide sequence is HQDLELSWNLNGLQAY. The MHC is DRB1_0401 with pseudo-sequence DRB1_0401. The binding affinity (normalized) is 0.184. (3) The peptide sequence is DFLELLRYLAVELLP. The MHC is HLA-DQA10501-DQB10201 with pseudo-sequence HLA-DQA10501-DQB10201. The binding affinity (normalized) is 0.668.